Dataset: Peptide-MHC class II binding affinity with 134,281 pairs from IEDB. Task: Regression. Given a peptide amino acid sequence and an MHC pseudo amino acid sequence, predict their binding affinity value. This is MHC class II binding data. The peptide sequence is VIPEPGQQRSIQDNQ. The MHC is DRB3_0301 with pseudo-sequence DRB3_0301. The binding affinity (normalized) is 0.763.